From a dataset of Forward reaction prediction with 1.9M reactions from USPTO patents (1976-2016). Predict the product of the given reaction. (1) Given the reactants [Cl:1][C:2]1[CH:7]=[C:6]([N:8]2[C:13]([CH3:14])=[CH:12][C:11]([OH:15])=[CH:10][C:9]2=[O:16])[C:5]([CH3:17])=[CH:4][N:3]=1.[CH3:18][O:19][C:20]1[CH:27]=[CH:26][C:23]([CH2:24]Cl)=[CH:22][CH:21]=1.C(=O)([O-])[O-].[K+].[K+].C(OCC)(=O)C.CCCCCCC, predict the reaction product. The product is: [Cl:1][C:2]1[CH:7]=[C:6]([N:8]2[C:13]([CH3:14])=[CH:12][C:11]([O:15][CH2:24][C:23]3[CH:26]=[CH:27][C:20]([O:19][CH3:18])=[CH:21][CH:22]=3)=[CH:10][C:9]2=[O:16])[C:5]([CH3:17])=[CH:4][N:3]=1. (2) Given the reactants Br[CH2:2][CH2:3][CH:4]1[CH2:9][CH2:8][CH2:7][CH2:6][CH2:5]1.[CH2:10]([OH:13])[CH2:11][OH:12].[OH-].[Na+], predict the reaction product. The product is: [CH:4]1([CH2:3][CH2:2][O:12][CH2:11][CH2:10][OH:13])[CH2:9][CH2:8][CH2:7][CH2:6][CH2:5]1. (3) Given the reactants [Cl:1][C:2]1[CH:3]=[C:4]([OH:11])[C:5]([N+:8]([O-:10])=[O:9])=[N:6][CH:7]=1.[H-].[Na+].Br[CH2:15][CH2:16][O:17][CH3:18].O, predict the reaction product. The product is: [Cl:1][C:2]1[CH:3]=[C:4]([O:11][CH2:15][CH2:16][O:17][CH3:18])[C:5]([N+:8]([O-:10])=[O:9])=[N:6][CH:7]=1. (4) Given the reactants [C:1]1([CH3:16])[CH:6]=[CH:5][C:4]([C:7]2[NH:11][N:10]=[C:9]([C:12]([O:14][CH3:15])=[O:13])[CH:8]=2)=[CH:3][CH:2]=1.[O:17]1[CH:22]=[CH:21][CH2:20][CH2:19][CH2:18]1, predict the reaction product. The product is: [O:17]1[CH2:22][CH2:21][CH2:20][CH2:19][CH:18]1[N:11]1[C:7]([C:4]2[CH:3]=[CH:2][C:1]([CH3:16])=[CH:6][CH:5]=2)=[CH:8][C:9]([C:12]([O:14][CH3:15])=[O:13])=[N:10]1. (5) Given the reactants [OH:1][C:2]1[C:7]2[C:8](=[O:11])[CH2:9][O:10][C:6]=2[CH:5]=[CH:4][CH:3]=1.CCN([CH2:17][CH3:18])CC.[C:19](Cl)(=[O:21])[CH3:20].[OH2:23], predict the reaction product. The product is: [C:19]([O:11][C:8]1[C:7]2[C:2]([O:1][C:17](=[O:23])[CH3:18])=[CH:3][CH:4]=[CH:5][C:6]=2[O:10][CH:9]=1)(=[O:21])[CH3:20]. (6) The product is: [P:17]([O:7][CH2:6][CH2:5][C:2]([CH3:8])([CH3:1])[CH2:3][OH:4])([O:18][CH2:19][C:20]1[CH:21]=[CH:22][CH:23]=[CH:24][CH:25]=1)([O:26][CH2:27][C:28]1[CH:29]=[CH:30][CH:31]=[CH:32][CH:33]=1)=[O:44]. Given the reactants [CH3:1][C:2]([CH3:8])([CH2:5][CH2:6][OH:7])[CH2:3][OH:4].N1C=NN=N1.C(N(CC)[P:17]([O:26][CH2:27][C:28]1[CH:33]=[CH:32][CH:31]=[CH:30][CH:29]=1)[O:18][CH2:19][C:20]1[CH:25]=[CH:24][CH:23]=[CH:22][CH:21]=1)C.ClC1C=CC=C(C(OO)=[O:44])C=1.C([O-])([O-])=O.[Na+].[Na+], predict the reaction product. (7) Given the reactants O(S(C(F)(F)F)(=O)=O)S(C(F)(F)F)(=O)=O.[CH2:16]([O:23][N:24]1[C:30](=[O:31])[N:29]2[CH2:32][C@H:25]1[CH2:26][CH2:27][C@H:28]2[C:33]([NH:35][NH:36][C:37](=O)[CH2:38][CH2:39][NH:40][C:41](=[O:47])[O:42][C:43]([CH3:46])([CH3:45])[CH3:44])=[O:34])[C:17]1[CH:22]=[CH:21][CH:20]=[CH:19][CH:18]=1.N1C=CC=CC=1.C([O-])(O)=O.[Na+], predict the reaction product. The product is: [CH2:16]([O:23][N:24]1[C:30](=[O:31])[N:29]2[CH2:32][C@H:25]1[CH2:26][CH2:27][C@H:28]2[C:33]1[O:34][C:37]([CH2:38][CH2:39][NH:40][C:41](=[O:47])[O:42][C:43]([CH3:46])([CH3:44])[CH3:45])=[N:36][N:35]=1)[C:17]1[CH:22]=[CH:21][CH:20]=[CH:19][CH:18]=1. (8) Given the reactants [SH:1][C:2]1[NH:3][C:4]2[CH:10]=[C:9]([O:11][CH3:12])[CH:8]=[CH:7][C:5]=2[N:6]=1.Cl.[NH2:14][C:15]1[CH:25]=[CH:24][C:18]([C:19]([O:21][CH2:22][CH3:23])=[O:20])=[CH:17][C:16]=1[CH2:26]Cl, predict the reaction product. The product is: [NH2:14][C:15]1[CH:25]=[CH:24][C:18]([C:19]([O:21][CH2:22][CH3:23])=[O:20])=[CH:17][C:16]=1[CH2:26][S:1][C:2]1[NH:6][C:5]2[CH:7]=[CH:8][C:9]([O:11][CH3:12])=[CH:10][C:4]=2[N:3]=1. (9) Given the reactants CC1(C)CCCC(C)(C)N1.C([Li])CCC.[Br:16][C:17]1[CH:22]=[CH:21][C:20]([F:23])=[C:19]([F:24])[CH:18]=1.CN(C)[CH:27]=[O:28], predict the reaction product. The product is: [Br:16][C:17]1[C:18]([CH:27]=[O:28])=[C:19]([F:24])[C:20]([F:23])=[CH:21][CH:22]=1. (10) Given the reactants [C:1]([C:3]1[CH:8]=[CH:7][N:6]=[C:5]([N:9]2[C:16]3[C@@H:15]4[CH2:17][C@@H:14]4[CH2:13][C:12]=3[C:11]([C:18](O)=[O:19])=[N:10]2)[CH:4]=1)#[N:2].Cl.[NH2:22][C@@H:23]([CH2:26][C:27]([F:30])([F:29])[F:28])[CH2:24][OH:25].C(N(CC)CC)C.CN(C(ON1N=NC2C=CC=NC1=2)=[N+](C)C)C.F[P-](F)(F)(F)(F)F, predict the reaction product. The product is: [F:28][C:27]([F:30])([F:29])[CH2:26][C@H:23]([NH:22][C:18]([C:11]1[C:12]2[CH2:13][C@H:14]3[CH2:17][C@H:15]3[C:16]=2[N:9]([C:5]2[CH:4]=[C:3]([C:1]#[N:2])[CH:8]=[CH:7][N:6]=2)[N:10]=1)=[O:19])[CH2:24][OH:25].